This data is from Reaction yield outcomes from USPTO patents with 853,638 reactions. The task is: Predict the reaction yield, written as a fraction of the theoretical maximum amount of product (1.0 means a 100% yield; for example, 0.34 means a 34% yield). (1) The reactants are Br[C:2]1[CH:3]=[CH:4][C:5]2[O:11][CH2:10][CH2:9][N:8]3[CH:12]=[C:13]([C:15]4[N:19]([CH2:20][C:21]([F:24])([F:23])[F:22])[N:18]=[CH:17][N:16]=4)[N:14]=[C:7]3[C:6]=2[CH:25]=1.[F:26][C:27]1[C:32](B(O)O)=[CH:31][CH:30]=[CH:29][N:28]=1. No catalyst specified. The product is [F:26][C:27]1[C:32]([C:2]2[CH:3]=[CH:4][C:5]3[O:11][CH2:10][CH2:9][N:8]4[CH:12]=[C:13]([C:15]5[N:19]([CH2:20][C:21]([F:22])([F:23])[F:24])[N:18]=[CH:17][N:16]=5)[N:14]=[C:7]4[C:6]=3[CH:25]=2)=[CH:31][CH:30]=[CH:29][N:28]=1. The yield is 0.550. (2) The reactants are Cl[C:2]1[N:7]=[N:6][C:5]2[C:8]3[CH:16]=[CH:15][CH:14]=[CH:13][C:9]=3[CH2:10][CH2:11][CH2:12][C:4]=2[CH:3]=1.[NH2:17][NH2:18].O. The catalyst is C(O)C. The product is [NH:17]([C:2]1[N:7]=[N:6][C:5]2[C:8]3[CH:16]=[CH:15][CH:14]=[CH:13][C:9]=3[CH2:10][CH2:11][CH2:12][C:4]=2[CH:3]=1)[NH2:18]. The yield is 0.980. (3) The reactants are [CH3:1][O:2][C:3]1[CH:11]=[CH:10][C:6]([C:7]([OH:9])=[O:8])=[C:5]([N+:12]([O-:14])=[O:13])[CH:4]=1.S(OC)(O[CH3:19])(=O)=O. The catalyst is C1COCC1. The product is [CH3:1][O:2][C:3]1[CH:11]=[CH:10][C:6]([C:7]([O:9][CH3:19])=[O:8])=[C:5]([N+:12]([O-:14])=[O:13])[CH:4]=1. The yield is 0.940. (4) The reactants are [CH2:1]([C:3]1[N:13]([C:14]2[CH:19]=[CH:18][C:17]([CH2:20][CH2:21][NH:22][CH3:23])=[CH:16][CH:15]=2)[C:6]2=[N:7][C:8]([CH3:12])=[CH:9][C:10]([CH3:11])=[C:5]2[N:4]=1)[CH3:2].[C:24]1([CH3:36])[CH:29]=[CH:28][C:27]([S:30]([N:33]=[C:34]=[O:35])(=[O:32])=[O:31])=[CH:26][CH:25]=1. The catalyst is ClCCl.C(N(CC)CC)C. The product is [CH2:1]([C:3]1[N:13]([C:14]2[CH:15]=[CH:16][C:17]([CH2:20][CH2:21][N:22]([CH3:23])[C:34]([NH:33][S:30]([C:27]3[CH:26]=[CH:25][C:24]([CH3:36])=[CH:29][CH:28]=3)(=[O:31])=[O:32])=[O:35])=[CH:18][CH:19]=2)[C:6]2=[N:7][C:8]([CH3:12])=[CH:9][C:10]([CH3:11])=[C:5]2[N:4]=1)[CH3:2]. The yield is 0.420. (5) The reactants are [N+:1]([O-:4])([OH:3])=[O:2].[Cl:5][C:6]1[CH:7]=[C:8]([CH3:12])[CH:9]=[CH:10][CH:11]=1.S(=O)(=O)(O)O. The catalyst is C(O)(=O)C. The product is [Cl:5][C:6]1[CH:7]=[C:8]([CH3:12])[CH:9]=[CH:10][C:11]=1[N+:1]([O-:4])=[O:2].[Cl:5][C:6]1[CH:11]=[CH:10][C:9]([N+:1]([O-:3])=[O:2])=[C:8]([CH3:12])[CH:7]=1. The yield is 0.140. (6) The reactants are FC(F)(F)C(O)=O.[Cl:8][C:9]1[C:10]([F:37])=[C:11]([CH:15]2[C:19]([C:22]3[CH:27]=[CH:26][C:25]([Cl:28])=[CH:24][CH:23]=3)([C:20]#[N:21])[CH:18]([CH2:29][C:30]([CH3:33])([CH3:32])[CH3:31])[NH:17][CH:16]2[C:34]([OH:36])=O)[CH:12]=[CH:13][CH:14]=1.CC1(C)[O:43][C@@H:42]([CH2:44][CH2:45][NH2:46])[CH2:41][O:40]1.CN(C(ON1N=NC2C=CC=NC1=2)=[N+](C)C)C.F[P-](F)(F)(F)(F)F.CCN(C(C)C)C(C)C.Cl. The catalyst is C(Cl)Cl.O1CCCC1. The product is [OH:43][C@H:42]([CH2:41][OH:40])[CH2:44][CH2:45][NH:46][C:34]([CH:16]1[CH:15]([C:11]2[CH:12]=[CH:13][CH:14]=[C:9]([Cl:8])[C:10]=2[F:37])[C:19]([C:22]2[CH:23]=[CH:24][C:25]([Cl:28])=[CH:26][CH:27]=2)([C:20]#[N:21])[CH:18]([CH2:29][C:30]([CH3:33])([CH3:31])[CH3:32])[NH:17]1)=[O:36]. The yield is 0.890. (7) The reactants are [N:1]([CH2:4][C:5]([O:7]CC)=[O:6])=[C:2]=[O:3].[CH:10]1([N:16]2[C:21](=[O:22])[CH2:20][C:19](=[O:23])[N:18]([CH:24]3[CH2:28][CH2:27][CH2:26][CH2:25]3)[C:17]2=[O:29])[CH2:15][CH2:14][CH2:13][CH2:12][CH2:11]1.C(N(C(C)C)CC)(C)C. The catalyst is ClCCl. The product is [CH:10]1([N:16]2[C:21]([OH:22])=[C:20]([C:2]([NH:1][CH2:4][C:5]([OH:7])=[O:6])=[O:3])[C:19](=[O:23])[N:18]([CH:24]3[CH2:25][CH2:26][CH2:27][CH2:28]3)[C:17]2=[O:29])[CH2:11][CH2:12][CH2:13][CH2:14][CH2:15]1. The yield is 0.490.